Dataset: Full USPTO retrosynthesis dataset with 1.9M reactions from patents (1976-2016). Task: Predict the reactants needed to synthesize the given product. The reactants are: [NH2:1][C:2]1[C:3]2[C:10]([C:11]#[N:12])=[CH:9][N:8]([C@@H:13]3[O:21][C@H:20]([CH2:22][O:23]C(=O)C4C=CC=CC=4)[C@@H:19]([CH3:32])[C@H:14]3[O:15]C(=O)C)[C:4]=2[N:5]=[CH:6][N:7]=1.N.[OH:34]O. Given the product [NH2:1][C:2]1[C:3]2[C:10]([C:11]([NH2:12])=[O:34])=[CH:9][N:8]([C@@H:13]3[O:21][C@H:20]([CH2:22][OH:23])[C@@H:19]([CH3:32])[C@H:14]3[OH:15])[C:4]=2[N:5]=[CH:6][N:7]=1, predict the reactants needed to synthesize it.